From a dataset of Reaction yield outcomes from USPTO patents with 853,638 reactions. Predict the reaction yield, written as a fraction of the theoretical maximum amount of product (1.0 means a 100% yield; for example, 0.34 means a 34% yield). The reactants are I[C:2]1[CH:19]=[N:18][C:5]2[NH:6][CH2:7][CH2:8][N:9]([C:10]([C:12]3[CH:17]=[CH:16][CH:15]=[CH:14][CH:13]=3)=[O:11])[C:4]=2[CH:3]=1.[CH2:20]([O:22][C:23]([C:25]1[CH:30]=[CH:29][C:28](B(O)O)=[CH:27][CH:26]=1)=[O:24])[CH3:21]. No catalyst specified. The product is [CH2:20]([O:22][C:23](=[O:24])[C:25]1[CH:30]=[CH:29][C:28]([C:2]2[CH:19]=[N:18][C:5]3[NH:6][CH2:7][CH2:8][N:9]([C:10](=[O:11])[C:12]4[CH:17]=[CH:16][CH:15]=[CH:14][CH:13]=4)[C:4]=3[CH:3]=2)=[CH:27][CH:26]=1)[CH3:21]. The yield is 0.320.